Dataset: Peptide-MHC class I binding affinity with 185,985 pairs from IEDB/IMGT. Task: Regression. Given a peptide amino acid sequence and an MHC pseudo amino acid sequence, predict their binding affinity value. This is MHC class I binding data. The peptide sequence is KSRCASPST. The MHC is HLA-B15:17 with pseudo-sequence HLA-B15:17. The binding affinity (normalized) is 0.0847.